Dataset: Reaction yield outcomes from USPTO patents with 853,638 reactions. Task: Predict the reaction yield, written as a fraction of the theoretical maximum amount of product (1.0 means a 100% yield; for example, 0.34 means a 34% yield). (1) The reactants are B(Br)(Br)Br.[Cl:5][C:6]1[CH:11]=[CH:10][C:9]([CH2:12][C:13]#[N:14])=[CH:8][C:7]=1[O:15]C.O. The catalyst is ClCCl. The product is [Cl:5][C:6]1[CH:11]=[CH:10][C:9]([CH2:12][C:13]#[N:14])=[CH:8][C:7]=1[OH:15]. The yield is 0.850. (2) The reactants are [Cl:1][C:2]1[C:3]([CH3:22])=[C:4]([S:8]([NH:11][C:12]2[S:13][C:14]([CH2:17][C:18]([O:20]C)=[O:19])=[CH:15][N:16]=2)(=[O:10])=[O:9])[CH:5]=[CH:6][CH:7]=1.[OH-].[K+]. The catalyst is CCO. The product is [Cl:1][C:2]1[C:3]([CH3:22])=[C:4]([S:8]([NH:11][C:12]2[S:13][C:14]([CH2:17][C:18]([OH:20])=[O:19])=[CH:15][N:16]=2)(=[O:9])=[O:10])[CH:5]=[CH:6][CH:7]=1. The yield is 0.970. (3) The reactants are C([O:4][C@H:5]1[C:9]2[N:10]=[CH:11][N:12]=[C:13]([N:14]3[CH2:19][CH2:18][N:17]([C:20]([O:22][C:23]([CH3:26])([CH3:25])[CH3:24])=[O:21])[CH2:16][C@@H:15]3[CH3:27])[C:8]=2[C@H:7]([CH3:28])[CH2:6]1)(=O)C.[Li+].[OH-]. The catalyst is C1COCC1. The product is [OH:4][C@H:5]1[C:9]2[N:10]=[CH:11][N:12]=[C:13]([N:14]3[CH2:19][CH2:18][N:17]([C:20]([O:22][C:23]([CH3:26])([CH3:25])[CH3:24])=[O:21])[CH2:16][C@@H:15]3[CH3:27])[C:8]=2[C@H:7]([CH3:28])[CH2:6]1. The yield is 0.820.